Binary Classification. Given a drug SMILES string, predict its activity (active/inactive) in a high-throughput screening assay against a specified biological target. From a dataset of HIV replication inhibition screening data with 41,000+ compounds from the AIDS Antiviral Screen. (1) The molecule is CC(COc1ccccc1)=NNC(N)=S. The result is 0 (inactive). (2) The drug is CCCCCCCCCCCCCCCC(=O)Nc1ccn(C2CCC(COP(=O)(O)O)O2)c(=O)n1. The result is 1 (active).